Predict the product of the given reaction. From a dataset of Forward reaction prediction with 1.9M reactions from USPTO patents (1976-2016). Given the reactants C([Si](C)(C)[O:6][C:7]1[CH:12]=[CH:11][C:10]([CH2:13][CH2:14][C:15]2[CH:51]=[CH:50][C:18]([CH2:19][O:20][C:21]3[CH:26]=[CH:25][CH:24]=[CH:23][C:22]=3[CH2:27][CH2:28][N:29]([CH2:39][C:40]3[CH:49]=[CH:48][C:43]([C:44]([O:46]C)=[O:45])=[CH:42][CH:41]=3)[CH2:30][CH2:31][CH2:32][CH2:33][C:34]([O:36]CC)=[O:35])=[CH:17][CH:16]=2)=[CH:9][CH:8]=1)(C)(C)C.[F-].C([N+](CCCC)(CCCC)CCCC)CCC, predict the reaction product. The product is: [C:34]([CH2:33][CH2:32][CH2:31][CH2:30][N:29]([CH2:39][C:40]1[CH:49]=[CH:48][C:43]([C:44]([OH:46])=[O:45])=[CH:42][CH:41]=1)[CH2:28][CH2:27][C:22]1[CH:23]=[CH:24][CH:25]=[CH:26][C:21]=1[O:20][CH2:19][C:18]1[CH:50]=[CH:51][C:15]([CH2:14][CH2:13][C:10]2[CH:9]=[CH:8][C:7]([OH:6])=[CH:12][CH:11]=2)=[CH:16][CH:17]=1)([OH:36])=[O:35].